The task is: Binary Classification. Given a drug SMILES string, predict its activity (active/inactive) in a high-throughput screening assay against a specified biological target.. This data is from KCNQ2 potassium channel screen with 302,405 compounds. (1) The compound is s1c(C2C3=C(OC(N)=C2C#N)CC(CC3=O)(C)C)c(cc1)C. The result is 0 (inactive). (2) The molecule is o1nc(c2ccc(cc2)C)c(NO)c1N=O. The result is 0 (inactive). (3) The molecule is O1CCN(C(=O)C2C(N(C(=O)c3c2cccc3)c2ccc(OC)cc2)c2ccc(OC)cc2)CC1. The result is 0 (inactive). (4) The compound is Fc1c(OC(CC)C(=O)Nc2cc3n(c(=O)n(c3cc2)C)C)cccc1. The result is 0 (inactive). (5) The drug is S(C(c1ccccc1)C(=O)Nc1c(OC)ccc(c1)C)c1n(CCC)c(=O)c2c(n1)cccc2. The result is 0 (inactive). (6) The molecule is O(C(=O)CCc1ccccc1)CC(=O)Nc1c(OC)cc(OC)cc1. The result is 0 (inactive). (7) The drug is O=C1N(CCc2n(c(=O)c3c(n2)cccc3)c2ncccc2C)C(=O)c2c1cccc2. The result is 0 (inactive). (8) The molecule is S(c1n2nc(c3ccc(F)cc3)ccc2nn1)CC(=O)Nc1ccc(NC(=O)C)cc1. The result is 0 (inactive).